This data is from Cav3 T-type calcium channel HTS with 100,875 compounds. The task is: Binary Classification. Given a drug SMILES string, predict its activity (active/inactive) in a high-throughput screening assay against a specified biological target. (1) The molecule is S(=O)(=O)(N(CC(=O)Nc1cc(OC)ccc1)C)c1ccc(cc1)C. The result is 0 (inactive). (2) The drug is O=C(NC1CCCC1)c1c(NC(=O)NC2CCCC2)cccc1. The result is 0 (inactive). (3) The molecule is Brc1c(nc(nc1SCC(OC)=O)NC(=O)C)C. The result is 0 (inactive). (4) The molecule is FC(F)(F)C1(OCCCC(/C1)=C/CCO)C(=O)NCc1ccccc1. The result is 0 (inactive). (5) The compound is O1C(CCC1)COC(=O)c1[nH]c2CC(CC(=O)c2c1C)c1ccc(N(C)C)cc1. The result is 0 (inactive). (6) The compound is S(C(CC)C(O)=O)c1nn2c(nnc2cc1)c1ccc(F)cc1. The result is 0 (inactive). (7) The result is 0 (inactive). The molecule is O1C(C(CC1=O)C(=O)Nc1c(OC)cccc1)c1ccccc1. (8) The drug is Clc1cc(C(=O)NN(c2nc(nnc2C(F)(F)F)c2ccccc2)C)ccc1. The result is 0 (inactive).